From a dataset of Peptide-MHC class I binding affinity with 185,985 pairs from IEDB/IMGT. Regression. Given a peptide amino acid sequence and an MHC pseudo amino acid sequence, predict their binding affinity value. This is MHC class I binding data. (1) The peptide sequence is WSTIFFTASL. The MHC is Mamu-A01 with pseudo-sequence Mamu-A01. The binding affinity (normalized) is 0.700. (2) The peptide sequence is YPLHEQHGM. The MHC is HLA-A69:01 with pseudo-sequence HLA-A69:01. The binding affinity (normalized) is 0.0847.